This data is from Full USPTO retrosynthesis dataset with 1.9M reactions from patents (1976-2016). The task is: Predict the reactants needed to synthesize the given product. (1) Given the product [Cl:1][C:2]1[CH:7]=[C:6]([O:8][CH2:39][CH:36]2[CH2:37][CH2:38][O:33][CH2:34][CH2:35]2)[CH:5]=[CH:4][C:3]=1[C:9]1[CH:14]=[CH:13][CH:12]=[C:11]([CH2:15][O:16][C:17]2[CH:22]=[CH:21][C:20]([C:23]3([CH2:27][C:28]([O:30][CH2:31][CH3:32])=[O:29])[CH2:24][O:25][CH2:26]3)=[CH:19][CH:18]=2)[CH:10]=1, predict the reactants needed to synthesize it. The reactants are: [Cl:1][C:2]1[CH:7]=[C:6]([OH:8])[CH:5]=[CH:4][C:3]=1[C:9]1[CH:14]=[CH:13][CH:12]=[C:11]([CH2:15][O:16][C:17]2[CH:22]=[CH:21][C:20]([C:23]3([CH2:27][C:28]([O:30][CH2:31][CH3:32])=[O:29])[CH2:26][O:25][CH2:24]3)=[CH:19][CH:18]=2)[CH:10]=1.[O:33]1[CH2:38][CH2:37][CH:36]([CH2:39]OS(C2C=CC(C)=CC=2)(=O)=O)[CH2:35][CH2:34]1.C(=O)([O-])[O-].[Cs+].[Cs+]. (2) Given the product [CH2:1]([O:8][C:9]([N:11]1[CH2:16][CH2:15][CH2:14][CH2:13][CH:12]1[C:17](=[O:19])[NH:40][CH:41]1[CH:42]2[CH2:50][CH:46]3[CH2:45][CH:44]([CH2:49][CH:48]1[CH2:47]3)[CH2:43]2)=[O:10])[C:2]1[CH:3]=[CH:4][CH:5]=[CH:6][CH:7]=1, predict the reactants needed to synthesize it. The reactants are: [CH2:1]([O:8][C:9]([N:11]1[CH2:16][CH2:15][CH2:14][CH2:13][CH:12]1[C:17]([OH:19])=O)=[O:10])[C:2]1[CH:7]=[CH:6][CH:5]=[CH:4][CH:3]=1.C(N(C(C)C)CC)(C)C.ON1C2C=CC=CC=2N=N1.Cl.[NH2:40][CH:41]1[CH:48]2[CH2:49][CH:44]3[CH2:45][CH:46]([CH2:50][CH:42]1[CH2:43]3)[CH2:47]2.CCN=C=NCCCN(C)C.Cl. (3) The reactants are: [OH:1][C:2]1[CH:3]=[N:4][CH:5]=[C:6]([CH:10]=1)[C:7]([OH:9])=[O:8].S(Cl)(Cl)=O.[C:15]([O-])(O)=O.[Na+]. Given the product [OH:1][C:2]1[CH:3]=[N:4][CH:5]=[C:6]([CH:10]=1)[C:7]([O:9][CH3:15])=[O:8], predict the reactants needed to synthesize it. (4) Given the product [F:17][C:18]1[CH:19]=[C:20]([N+:26]([O-:28])=[O:27])[CH:21]=[C:22]([F:25])[C:23]=1[N:8]1[CH2:9][CH2:10][N:5]([CH:3]2[CH2:4][O:1][CH2:2]2)[CH2:6][CH2:7]1, predict the reactants needed to synthesize it. The reactants are: [O:1]1[CH2:4][CH:3]([N:5]2[CH2:10][CH2:9][NH:8][CH2:7][CH2:6]2)[CH2:2]1.C(=O)([O-])[O-].[K+].[K+].[F:17][C:18]1[CH:19]=[C:20]([N+:26]([O-:28])=[O:27])[CH:21]=[C:22]([F:25])[C:23]=1F. (5) Given the product [CH3:11][O:12][C:13](=[O:41])[CH2:14][CH:15]([NH:40][C:6]([C:2]1[O:1][CH:5]=[CH:4][CH:3]=1)=[O:7])[CH:16]1[O:20][N:19]=[C:18]([C:21]2[CH:22]=[CH:23][C:24]([O:27][CH2:28][C:29]3[C:38]4[C:33](=[CH:34][CH:35]=[CH:36][CH:37]=4)[N:32]=[C:31]([CH3:39])[CH:30]=3)=[CH:25][CH:26]=2)[CH2:17]1, predict the reactants needed to synthesize it. The reactants are: [O:1]1[CH:5]=[CH:4][CH:3]=[C:2]1[C:6](Cl)=[O:7].Cl.Cl.[CH3:11][O:12][C:13](=[O:41])[CH2:14][CH:15]([NH2:40])[CH:16]1[O:20][N:19]=[C:18]([C:21]2[CH:26]=[CH:25][C:24]([O:27][CH2:28][C:29]3[C:38]4[C:33](=[CH:34][CH:35]=[CH:36][CH:37]=4)[N:32]=[C:31]([CH3:39])[CH:30]=3)=[CH:23][CH:22]=2)[CH2:17]1.C(=O)([O-])[O-].[Na+].[Na+]. (6) Given the product [CH:1]([N:4]1[CH2:9][CH2:8][N:7]([C:10]2[CH:11]=[C:12]([C:13]3[NH:25][C:23](=[O:24])[C:22]4[C:21](=[CH:29][C:28]([O:30][CH3:31])=[CH:27][C:26]=4[O:32][CH3:33])[N:20]=3)[CH:15]=[C:16]([O:18][CH3:19])[CH:17]=2)[CH2:6][CH2:5]1)([CH3:3])[CH3:2], predict the reactants needed to synthesize it. The reactants are: [CH:1]([N:4]1[CH2:9][CH2:8][N:7]([C:10]2[CH:11]=[C:12]([CH:15]=[C:16]([O:18][CH3:19])[CH:17]=2)[CH:13]=O)[CH2:6][CH2:5]1)([CH3:3])[CH3:2].[NH2:20][C:21]1[CH:29]=[C:28]([O:30][CH3:31])[CH:27]=[C:26]([O:32][CH3:33])[C:22]=1[C:23]([NH2:25])=[O:24].OS([O-])=O.[Na+].O.C1(C)C=CC(S(O)(=O)=O)=CC=1.